From a dataset of Catalyst prediction with 721,799 reactions and 888 catalyst types from USPTO. Predict which catalyst facilitates the given reaction. Reactant: [F:1][C:2]1[CH:7]=[CH:6][C:5]([C:8]2[CH:13]=[N:12][CH:11]=[CH:10][N:9]=2)=[C:4]([CH3:14])[CH:3]=1.[ClH:15]. Product: [ClH:15].[F:1][C:2]1[CH:7]=[CH:6][C:5]([CH:8]2[CH2:13][NH:12][CH2:11][CH2:10][NH:9]2)=[C:4]([CH3:14])[CH:3]=1. The catalyst class is: 320.